This data is from Forward reaction prediction with 1.9M reactions from USPTO patents (1976-2016). The task is: Predict the product of the given reaction. (1) Given the reactants C[O:2][C:3](=O)[C:4]1[CH:9]=[CH:8][C:7]([N+:10]([O-:12])=[O:11])=[CH:6][C:5]=1/[CH:13]=[CH:14]/[N:15](C)C.N.C(O)CO, predict the reaction product. The product is: [N+:10]([C:7]1[CH:6]=[C:5]2[C:4](=[CH:9][CH:8]=1)[C:3](=[O:2])[NH:15][CH:14]=[CH:13]2)([O-:12])=[O:11]. (2) The product is: [NH2:22][CH:19]1[CH2:20][CH2:21][N:16]([CH2:15][CH2:14][N:8]2[C:9]3[C:10](=[C:11]([F:13])[CH:12]=[C:3]([C:1]#[N:2])[CH:4]=3)[CH:5]=[CH:6][C:7]2=[O:30])[CH2:17][CH2:18]1. Given the reactants [C:1]([C:3]1[CH:12]=[C:11]([F:13])[CH:10]=[C:9]2[C:4]=1[CH:5]=[CH:6][C:7](=[O:30])[N:8]2[CH2:14][CH2:15][N:16]1[CH2:21][CH2:20][CH:19]([NH:22]C(=O)OC(C)(C)C)[CH2:18][CH2:17]1)#[N:2].C(C1C=C2C(C=CC(=O)N2CCN2CCC(NC(=O)OC(C)(C)C)CC2)=C(F)C=1)#N.FC(F)(F)C(O)=O.NC1CCN(CCN2C3C(=CC=C(F)C=3)N=CC2=O)CC1, predict the reaction product.